From a dataset of Full USPTO retrosynthesis dataset with 1.9M reactions from patents (1976-2016). Predict the reactants needed to synthesize the given product. (1) Given the product [C:23]1([N:29]2[CH:4]=[C:5]3[CH2:6][N:7]([C:12]4[CH:22]=[CH:21][C:15]([C:16]([NH:32][NH2:33])=[O:17])=[CH:14][CH:13]=4)[CH2:8][CH2:9][C:10]3=[N:30]2)[CH:28]=[CH:27][CH:26]=[CH:25][CH:24]=1, predict the reactants needed to synthesize it. The reactants are: CN(/[CH:4]=[C:5]1\[CH2:6][N:7]([C:12]2[CH:22]=[CH:21][C:15]([C:16](OCC)=[O:17])=[CH:14][CH:13]=2)[CH2:8][CH2:9][C:10]\1=O)C.[C:23]1([NH:29][NH2:30])[CH:28]=[CH:27][CH:26]=[CH:25][CH:24]=1.O.[NH2:32][NH2:33]. (2) The reactants are: [Cl:1][C:2]1[CH:3]=[C:4]([N:9]2[C:13]([C:14]3[CH:19]=[CH:18][CH:17]=[C:16]([C:20]([F:23])([F:22])[F:21])[CH:15]=3)=[CH:12][C:11]([C:24]([O:26]CC)=[O:25])=[N:10]2)[CH:5]=[CH:6][C:7]=1[F:8].ClC1C=C(N2C(C3C=C(F)C=C(Cl)C=3)=CC(C(O)=O)=N2)C=CC=1F. Given the product [Cl:1][C:2]1[CH:3]=[C:4]([N:9]2[C:13]([C:14]3[CH:19]=[CH:18][CH:17]=[C:16]([C:20]([F:22])([F:23])[F:21])[CH:15]=3)=[CH:12][C:11]([C:24]([OH:26])=[O:25])=[N:10]2)[CH:5]=[CH:6][C:7]=1[F:8], predict the reactants needed to synthesize it. (3) Given the product [C:1]([O:5][C:6](=[O:15])[N:7]([CH:8]1[CH2:13][CH2:12][N:11]([C:17]2[C:26]3[C:21](=[CH:22][CH:23]=[CH:24][CH:25]=3)[C:20]([C:27]3[CH:32]=[CH:31][C:30]([F:33])=[CH:29][CH:28]=3)=[N:19][N:18]=2)[CH2:10][CH2:9]1)[CH3:14])([CH3:4])([CH3:3])[CH3:2], predict the reactants needed to synthesize it. The reactants are: [C:1]([O:5][C:6](=[O:15])[N:7]([CH3:14])[CH:8]1[CH2:13][CH2:12][NH:11][CH2:10][CH2:9]1)([CH3:4])([CH3:3])[CH3:2].Cl[C:17]1[C:26]2[C:21](=[CH:22][CH:23]=[CH:24][CH:25]=2)[C:20]([C:27]2[CH:32]=[CH:31][C:30]([F:33])=[CH:29][CH:28]=2)=[N:19][N:18]=1.C(=O)([O-])[O-].[K+].[K+].O. (4) Given the product [P:19](=[O:20])([OH:23])([OH:22])[OH:21].[CH2:1]([NH:4][C:5]1[N:10]=[C:9]([NH:11][CH2:12][CH2:13][CH3:14])[N:8]=[C:7]([N:15]([CH3:18])[O:16][CH3:17])[N:6]=1)[CH2:2][CH3:3], predict the reactants needed to synthesize it. The reactants are: [CH2:1]([NH:4][C:5]1[N:10]=[C:9]([NH:11][CH2:12][CH2:13][CH3:14])[N:8]=[C:7]([N:15]([CH3:18])[O:16][CH3:17])[N:6]=1)[CH2:2][CH3:3].[P:19](=[O:23])([OH:22])([OH:21])[OH:20]. (5) Given the product [Cl:35][C:32]1[CH:33]=[CH:34][C:29]([CH2:28][N:27]2[C:26]3[C:25](=[O:36])[N:24]([CH3:37])[C:23](=[O:38])[N:22]([CH3:39])[C:21]=3[N:20]=[C:19]2[O:10][CH2:9][CH2:8][O:7][C:6]2[CH:11]=[CH:12][CH:13]=[C:4]([O:3][C:2]([F:14])([F:15])[F:1])[CH:5]=2)=[CH:30][CH:31]=1, predict the reactants needed to synthesize it. The reactants are: [F:1][C:2]([F:15])([F:14])[O:3][C:4]1[CH:5]=[C:6]([CH:11]=[CH:12][CH:13]=1)[O:7][CH2:8][CH2:9][OH:10].[H-].[Na+].Br[C:19]1[N:27]([CH2:28][C:29]2[CH:34]=[CH:33][C:32]([Cl:35])=[CH:31][CH:30]=2)[C:26]2[C:25](=[O:36])[N:24]([CH3:37])[C:23](=[O:38])[N:22]([CH3:39])[C:21]=2[N:20]=1. (6) Given the product [C:1]([N:4]1[CH2:9][CH2:8][C:7]([CH:11]2[CH2:16][CH2:15][CH2:14][CH2:13][CH2:12]2)([OH:10])[CH2:6][CH2:5]1)(=[O:3])[CH3:2], predict the reactants needed to synthesize it. The reactants are: [C:1]([N:4]1[CH2:9][CH2:8][C:7](=[O:10])[CH2:6][CH2:5]1)(=[O:3])[CH3:2].[CH:11]1([Mg]Br)[CH2:16][CH2:15][CH2:14][CH2:13][CH2:12]1.[Cl-].[NH4+].